Dataset: Catalyst prediction with 721,799 reactions and 888 catalyst types from USPTO. Task: Predict which catalyst facilitates the given reaction. Reactant: [CH3:1][O:2][C:3]1[CH:4]=[CH:5][C:6]([CH2:10][CH:11]2[CH2:16][CH2:15][S:14][CH2:13][CH2:12]2)=[C:7]([CH:9]=1)[NH2:8].C(N(CC)CC)C.[F:24][C:25]([F:36])([F:35])[C:26](O[C:26](=[O:27])[C:25]([F:36])([F:35])[F:24])=[O:27].O. Product: [F:24][C:25]([F:36])([F:35])[C:26]([NH:8][C:7]1[CH:9]=[C:3]([O:2][CH3:1])[CH:4]=[CH:5][C:6]=1[CH2:10][CH:11]1[CH2:16][CH2:15][S:14][CH2:13][CH2:12]1)=[O:27]. The catalyst class is: 2.